From a dataset of Peptide-MHC class II binding affinity with 134,281 pairs from IEDB. Regression. Given a peptide amino acid sequence and an MHC pseudo amino acid sequence, predict their binding affinity value. This is MHC class II binding data. (1) The peptide sequence is EAKFDSFVASLTEAL. The MHC is HLA-DPA10201-DPB11401 with pseudo-sequence HLA-DPA10201-DPB11401. The binding affinity (normalized) is 0.604. (2) The peptide sequence is VYLMTLMKGASRRSW. The MHC is DRB1_1101 with pseudo-sequence DRB1_1101. The binding affinity (normalized) is 1.00. (3) The MHC is HLA-DPA10103-DPB10201 with pseudo-sequence HLA-DPA10103-DPB10201. The binding affinity (normalized) is 0.356. The peptide sequence is PSFAGLRPTFDTRLM. (4) The peptide sequence is RLKGVTCRPLKHKVE. The MHC is DRB1_0301 with pseudo-sequence DRB1_0301. The binding affinity (normalized) is 0.177. (5) The peptide sequence is LVKTESWILRNPGYALVA. The MHC is DRB4_0101 with pseudo-sequence DRB4_0103. The binding affinity (normalized) is 0.0580. (6) The peptide sequence is KLRDLNKEVDNLMSM. The MHC is DRB1_0101 with pseudo-sequence DRB1_0101. The binding affinity (normalized) is 0.496. (7) The peptide sequence is GTKTEAEDVIPEGWK. The MHC is HLA-DPA10201-DPB10101 with pseudo-sequence HLA-DPA10201-DPB10101. The binding affinity (normalized) is 0. (8) The peptide sequence is CKTLTPLMSSKFPEL. The MHC is DRB1_0101 with pseudo-sequence DRB1_0101. The binding affinity (normalized) is 0.603. (9) The peptide sequence is SELQIVDKIDAAFKI. The MHC is DRB1_0802 with pseudo-sequence DRB1_0802. The binding affinity (normalized) is 0.539. (10) The peptide sequence is PEAKYDAYVATLTEA. The MHC is HLA-DQA10104-DQB10503 with pseudo-sequence HLA-DQA10104-DQB10503. The binding affinity (normalized) is 0.242.